Dataset: Forward reaction prediction with 1.9M reactions from USPTO patents (1976-2016). Task: Predict the product of the given reaction. (1) Given the reactants C([O:3][C:4]([CH:6]1[CH:11]2[CH:7]1[CH2:8][N:9]([C:12]([O:14][C:15]([CH3:18])([CH3:17])[CH3:16])=[O:13])[CH2:10]2)=[O:5])C.[OH-].[Na+].CCCCCC.C(OCC)(=O)C, predict the reaction product. The product is: [C:15]([O:14][C:12]([N:9]1[CH2:8][CH:7]2[CH:11]([CH:6]2[C:4]([OH:5])=[O:3])[CH2:10]1)=[O:13])([CH3:18])([CH3:16])[CH3:17]. (2) Given the reactants [Cl:1][C:2]1[C:7]([C:8]2[CH:9]=[C:10]3[C:14](=[CH:15][CH:16]=2)[NH:13][N:12]=[CH:11]3)=[CH:6][CH:5]=[CH:4][N:3]=1.Br[C:18]1C=C2C(=CC=1)N(C(OC(C)(C)C)=O)N=C2C.ClC1C(B2OC(C)(C)C(C)(C)O2)=CC=CN=1.C([O-])([O-])=O.[Na+].[Na+], predict the reaction product. The product is: [Cl:1][C:2]1[C:7]([C:8]2[CH:9]=[C:10]3[C:14](=[CH:15][CH:16]=2)[NH:13][N:12]=[C:11]3[CH3:18])=[CH:6][CH:5]=[CH:4][N:3]=1. (3) Given the reactants [C@H:1]12[CH2:17][C@H:4]([N:5](C(OCC3C=CC=CC=3)=O)[CH2:6]1)[CH2:3][S:2]2(=[O:19])=[O:18].[BrH:20], predict the reaction product. The product is: [BrH:20].[C@H:1]12[CH2:17][C@H:4]([NH:5][CH2:6]1)[CH2:3][S:2]2(=[O:19])=[O:18]. (4) Given the reactants C[O:2][C:3]1[CH:15]=[CH:14][CH:13]=[CH:12][C:4]=1[CH2:5][C@H:6]1[O:11][CH2:10][CH2:9][NH:8][CH2:7]1.B(Br)(Br)Br.C(=O)([O-])[O-].[K+].[K+].[C:26](O[C:26]([O:28][C:29]([CH3:32])([CH3:31])[CH3:30])=[O:27])([O:28][C:29]([CH3:32])([CH3:31])[CH3:30])=[O:27], predict the reaction product. The product is: [C:26]([N:8]1[CH2:9][CH2:10][O:11][C@H:6]([CH2:5][C:4]2[CH:12]=[CH:13][CH:14]=[CH:15][C:3]=2[OH:2])[CH2:7]1)([O:28][C:29]([CH3:32])([CH3:31])[CH3:30])=[O:27]. (5) Given the reactants [Cl:1][C:2]1[CH:9]=[C:8]([F:10])[CH:7]=[CH:6][C:3]=1[CH:4]=O.Cl.[F:12][C:13]1[C:14]([C:20](=[NH:22])[NH2:21])=[N:15][CH:16]=[C:17]([F:19])[CH:18]=1.[N:23]1([CH2:29][C:30](=O)[CH2:31][C:32]([O:34][CH3:35])=[O:33])[CH2:28][CH2:27][O:26][CH2:25][CH2:24]1.C([O-])(=O)C.[Na+], predict the reaction product. The product is: [Cl:1][C:2]1[CH:9]=[C:8]([F:10])[CH:7]=[CH:6][C:3]=1[CH:4]1[C:31]([C:32]([O:34][CH3:35])=[O:33])=[C:30]([CH2:29][N:23]2[CH2:28][CH2:27][O:26][CH2:25][CH2:24]2)[NH:21][C:20]([C:14]2[C:13]([F:12])=[CH:18][C:17]([F:19])=[CH:16][N:15]=2)=[N:22]1. (6) Given the reactants [CH2:1]([O:3][CH2:4][C:5]([Cl:7])=[O:6])[CH3:2].[NH2:8][C:9]1[CH:10]=[N:11][C:12]2[C:17]([C:18]=1[NH:19][CH2:20][C:21]1([C:27]([O:29][CH2:30][CH3:31])=[O:28])[CH2:26][CH2:25][CH2:24][CH2:23][CH2:22]1)=[CH:16][CH:15]=[CH:14][CH:13]=2, predict the reaction product. The product is: [ClH:7].[CH2:1]([O:3][CH2:4][C:5]([NH:8][C:9]1[CH:10]=[N:11][C:12]2[C:17]([C:18]=1[NH:19][CH2:20][C:21]1([C:27]([O:29][CH2:30][CH3:31])=[O:28])[CH2:26][CH2:25][CH2:24][CH2:23][CH2:22]1)=[CH:16][CH:15]=[CH:14][CH:13]=2)=[O:6])[CH3:2].